This data is from Reaction yield outcomes from USPTO patents with 853,638 reactions. The task is: Predict the reaction yield, written as a fraction of the theoretical maximum amount of product (1.0 means a 100% yield; for example, 0.34 means a 34% yield). (1) The reactants are [Cl:1][CH2:2][CH2:3][CH2:4][CH2:5][N:6]1[C:10]2[C:11](=O)[CH2:12][CH2:13][N:14]([CH3:18])[S:15](=[O:17])(=[O:16])[C:9]=2[CH:8]=[CH:7]1.Cl.[NH2:21][OH:22].C([O-])(=O)C.[Na+]. The catalyst is C(O)C. The product is [Cl:1][CH2:2][CH2:3][CH2:4][CH2:5][N:6]1[C:10]2[C:11](=[N:21][OH:22])[CH2:12][CH2:13][N:14]([CH3:18])[S:15](=[O:17])(=[O:16])[C:9]=2[CH:8]=[CH:7]1. The yield is 0.730. (2) The reactants are I[C:2]1[CH:7]=[CH:6][C:5]([I:8])=[CH:4][CH:3]=1.[CH3:9][C@@H:10]1[CH2:14][CH2:13][N:12]([C@@H:15]([CH3:18])[CH2:16][OH:17])[CH2:11]1.C(=O)([O-])[O-].[Cs+].[Cs+]. The catalyst is C(#N)CCC.[Cu]I. The product is [I:8][C:5]1[CH:6]=[CH:7][C:2]([O:17][CH2:16][C@@H:15]([N:12]2[CH2:13][CH2:14][C@@H:10]([CH3:9])[CH2:11]2)[CH3:18])=[CH:3][CH:4]=1. The yield is 0.780. (3) The reactants are [NH2:1][C:2]1[N:30]=[C:5]2[CH:6]=[CH:7][C:8]([O:10][C:11]3[CH:12]=[C:13]([NH:17][C:18](=[O:29])[C:19]4[CH:24]=[CH:23][CH:22]=[C:21]([C:25]([F:28])([F:27])[F:26])[CH:20]=4)[CH:14]=[CH:15][CH:16]=3)=[CH:9][N:4]2[N:3]=1.[CH:31]1([C:34](Cl)=[O:35])[CH2:33][CH2:32]1. The catalyst is CN(C)C(=O)C.C(OCC)(=O)C. The product is [CH:31]1([C:34]([NH:1][C:2]2[N:30]=[C:5]3[CH:6]=[CH:7][C:8]([O:10][C:11]4[CH:12]=[C:13]([NH:17][C:18](=[O:29])[C:19]5[CH:24]=[CH:23][CH:22]=[C:21]([C:25]([F:26])([F:27])[F:28])[CH:20]=5)[CH:14]=[CH:15][CH:16]=4)=[CH:9][N:4]3[N:3]=2)=[O:35])[CH2:33][CH2:32]1. The yield is 0.920. (4) The reactants are Cl.[Cl:2][C:3]1[C:7]([NH:8][CH2:9][CH3:10])=[CH:6][N:5]([C:11]2[CH:12]=[N:13][CH:14]=[CH:15][CH:16]=2)[N:4]=1.[CH:17]1([C:20]([OH:22])=O)[CH2:19][CH2:18]1.Cl.CN(C)CCCN=C=NCC. The catalyst is ClC(Cl)C. The product is [Cl:2][C:3]1[C:7]([N:8]([CH2:9][CH3:10])[C:20]([CH:17]2[CH2:19][CH2:18]2)=[O:22])=[CH:6][N:5]([C:11]2[CH:12]=[N:13][CH:14]=[CH:15][CH:16]=2)[N:4]=1. The yield is 0.250. (5) The reactants are [CH3:1][C:2]1[O:6][N:5]=[C:4]([C:7]2[CH:12]=[CH:11][CH:10]=[CH:9][CH:8]=2)[C:3]=1[CH2:13][O:14][C:15]1[CH:23]=[CH:22][C:18]([C:19]([OH:21])=O)=[CH:17][N:16]=1.[NH2:24][C:25]1[CH:30]=[CH:29][CH:28]=[CH:27][CH:26]=1. No catalyst specified. The product is [CH3:1][C:2]1[O:6][N:5]=[C:4]([C:7]2[CH:8]=[CH:9][CH:10]=[CH:11][CH:12]=2)[C:3]=1[CH2:13][O:14][C:15]1[CH:23]=[CH:22][C:18]([C:19]([NH:24][C:25]2[CH:30]=[CH:29][CH:28]=[CH:27][CH:26]=2)=[O:21])=[CH:17][N:16]=1. The yield is 0.700. (6) The reactants are [NH2:1][C:2]1[CH:3]=[C:4]([OH:10])[CH:5]=[C:6]([O:8][CH3:9])[CH:7]=1.[C:11](O[C:11]([O:13][C:14]([CH3:17])([CH3:16])[CH3:15])=[O:12])([O:13][C:14]([CH3:17])([CH3:16])[CH3:15])=[O:12]. The catalyst is C1COCC1.C(OCC)(=O)C. The product is [OH:10][C:4]1[CH:3]=[C:2]([NH:1][C:11](=[O:12])[O:13][C:14]([CH3:17])([CH3:16])[CH3:15])[CH:7]=[C:6]([O:8][CH3:9])[CH:5]=1. The yield is 0.500. (7) The reactants are [O:1]1[CH2:6][CH2:5][CH2:4][CH2:3][CH:2]1[N:7]1[C:15]2[C:10](=[CH:11][C:12]([C:16]3[N:20]=[CH:19][N:18]([C:21]([C:34]4[CH:39]=[CH:38][CH:37]=[CH:36][CH:35]=4)([C:28]4[CH:33]=[CH:32][CH:31]=[CH:30][CH:29]=4)[C:22]4[CH:27]=[CH:26][CH:25]=[CH:24][CH:23]=4)[N:17]=3)=[CH:13][CH:14]=2)[C:9]([C:40]2[CH:41]=[C:42]([CH:47]=[CH:48][CH:49]=2)[C:43](OC)=[O:44])=[N:8]1.O.[OH-].[Li+].[CH3:53][C:54]([CH3:58])([CH3:57])[CH2:55][NH2:56].O.ON1C2C=CC=CC=2N=N1.Cl.CN(C)CCCN=C=NCC. The catalyst is O1CCCC1.O1CCCC1.O. The product is [CH3:53][C:54]([CH3:58])([CH3:57])[CH2:55][NH:56][C:43]([C:42]1[CH:47]=[CH:48][CH:49]=[C:40]([C:9]2[C:10]3[C:15](=[CH:14][CH:13]=[C:12]([C:16]4[N:20]=[CH:19][N:18]([C:21]([C:28]5[CH:29]=[CH:30][CH:31]=[CH:32][CH:33]=5)([C:34]5[CH:39]=[CH:38][CH:37]=[CH:36][CH:35]=5)[C:22]5[CH:27]=[CH:26][CH:25]=[CH:24][CH:23]=5)[N:17]=4)[CH:11]=3)[N:7]([CH:2]3[CH2:3][CH2:4][CH2:5][CH2:6][O:1]3)[N:8]=2)[CH:41]=1)=[O:44]. The yield is 0.720.